From a dataset of Forward reaction prediction with 1.9M reactions from USPTO patents (1976-2016). Predict the product of the given reaction. Given the reactants N#N.COC(=O)[C:6]1[CH:11]=[CH:10][CH:9]=[C:8]([NH:12][C:13](=[O:28])[CH2:14][CH2:15][C:16]2[CH:21]=[C:20]([O:22]C)[C:19]([O:24]C)=[C:18]([O:26]C)[CH:17]=2)[C:7]=1NC1C=CC=CC=1.B(Br)(Br)Br.[Cl-].[Na+].O.CC[O:46][C:47]([CH3:49])=[O:48], predict the reaction product. The product is: [OH:22][C:20]1[CH:21]=[C:16]([CH2:15][CH2:14][C:13]([NH:12][C:8]2[CH:7]=[C:6]([NH:12][C:8]3[CH:9]=[C:49]([CH:11]=[CH:6][CH:7]=3)[C:47]([OH:46])=[O:48])[CH:11]=[CH:10][CH:9]=2)=[O:28])[CH:17]=[C:18]([OH:26])[C:19]=1[OH:24].